This data is from Full USPTO retrosynthesis dataset with 1.9M reactions from patents (1976-2016). The task is: Predict the reactants needed to synthesize the given product. (1) The reactants are: [CH3:1][C:2]([CH2:4][C:5]([CH3:8])([CH3:7])[CH3:6])=[CH2:3].C(OOC(=O)C1C=CC=CC=1)(C)(C)C.[PH2:23]([OH:25])=[O:24]. Given the product [CH3:3][CH:2]([CH2:4][C:5]([CH3:8])([CH3:7])[CH3:6])[CH2:1][PH:23](=[O:24])[OH:25], predict the reactants needed to synthesize it. (2) Given the product [Br:15][CH2:2][C:1]([C:4]1[CH:5]=[C:6]([CH:11]=[CH:12][C:13]=1[CH3:14])[C:7]([O:9][CH3:10])=[O:8])=[O:3], predict the reactants needed to synthesize it. The reactants are: [C:1]([C:4]1[CH:5]=[C:6]([CH:11]=[CH:12][C:13]=1[CH3:14])[C:7]([O:9][CH3:10])=[O:8])(=[O:3])[CH3:2].[Br:15]Br.